Dataset: Forward reaction prediction with 1.9M reactions from USPTO patents (1976-2016). Task: Predict the product of the given reaction. (1) Given the reactants [CH2:1]=[O:2].[CH3:3][S-:4].[Na+].N1C=CC=CC=1.[C:12](Cl)(Cl)=[O:13].C1(C)C=CC=CC=1.[CH3:23][NH:24][C:25]1[S:26][C:27]([C:30]2[CH:31]=[N:32][CH:33]=[CH:34][CH:35]=2)=[N:28][N:29]=1, predict the reaction product. The product is: [CH3:23][N:24]([C:25]1[S:26][C:27]([C:30]2[CH:31]=[N:32][CH:33]=[CH:34][CH:35]=2)=[N:28][N:29]=1)[C:12](=[O:13])[O:2][CH2:1][S:4][CH3:3]. (2) Given the reactants [OH:1][CH2:2][CH2:3][C:4]1[CH:5]=[C:6]([C:14]([O:16][CH3:17])=[O:15])[C:7]2[C:12]([CH:13]=1)=[CH:11][CH:10]=[CH:9][CH:8]=2.CCN(C(C)C)C(C)C.[CH3:27][S:28](Cl)(=[O:30])=[O:29], predict the reaction product. The product is: [CH3:27][S:28]([O:1][CH2:2][CH2:3][C:4]1[CH:5]=[C:6]([C:14]([O:16][CH3:17])=[O:15])[C:7]2[C:12]([CH:13]=1)=[CH:11][CH:10]=[CH:9][CH:8]=2)(=[O:30])=[O:29]. (3) The product is: [Cl:18][C:16]1[CH:15]=[CH:14][C:10]([C:11]([OH:13])=[O:12])=[C:9]([NH:8][C:28]([NH:27][C:21]2[C:22]([Cl:26])=[CH:23][CH:24]=[CH:25][C:20]=2[Cl:19])=[O:29])[CH:17]=1. Given the reactants C(N(CC)CC)C.[NH2:8][C:9]1[CH:17]=[C:16]([Cl:18])[CH:15]=[CH:14][C:10]=1[C:11]([OH:13])=[O:12].[Cl:19][C:20]1[CH:25]=[CH:24][CH:23]=[C:22]([Cl:26])[C:21]=1[N:27]=[C:28]=[O:29].Cl, predict the reaction product. (4) The product is: [CH2:14]([O:13][P:12]([CH:8]([NH:5][C:1]([CH3:4])([CH3:3])[CH3:2])[C:7]([CH3:11])([CH3:10])[CH3:6])(=[O:19])[O:16][CH2:17][CH3:18])[CH3:15]. Given the reactants [C:1]([NH2:5])([CH3:4])([CH3:3])[CH3:2].[CH3:6][C:7]([CH3:11])([CH3:10])[CH:8]=O.[P:12]([O-:19])([O:16][CH2:17][CH3:18])[O:13][CH2:14][CH3:15], predict the reaction product. (5) Given the reactants [OH:1][C:2]1[CH:3]=[C:4]2[C:9](=[CH:10][CH:11]=1)[CH:8]=[C:7]([C:12]([O:14][CH3:15])=[O:13])[CH:6]=[CH:5]2.[CH3:16][C@H:17]1[CH2:22][CH2:21][C@H:20](O)[CH2:19][CH2:18]1.C1(P(C2C=CC=CC=2)C2C=CC=CC=2)C=CC=CC=1.N(C(OC(C)C)=O)=NC(OC(C)C)=O, predict the reaction product. The product is: [CH3:16][C@@H:17]1[CH2:22][CH2:21][C@H:20]([O:1][C:2]2[CH:3]=[C:4]3[C:9](=[CH:10][CH:11]=2)[CH:8]=[C:7]([C:12]([O:14][CH3:15])=[O:13])[CH:6]=[CH:5]3)[CH2:19][CH2:18]1. (6) Given the reactants Cl.Cl[C:3]1C=CC(NN)=CC=1.BrCCCC1C=CC(C)=NC=1.CC1N=CC(CCCN(C2C=CC(C)=CC=2)N)=CC=1.C(OC(OCC)CCCNC)C.[CH3:53][NH:54][CH2:55][CH2:56][C:57]1[C:65]2[C:60](=[CH:61][CH:62]=[C:63]([CH3:66])[CH:64]=2)[N:59]([CH2:67][CH2:68][CH2:69][C:70]2[CH:71]=[N:72][C:73]([CH3:76])=[CH:74][CH:75]=2)[CH:58]=1.C=O.C(O)(C(F)(F)F)=O, predict the reaction product. The product is: [CH3:53][N:54]1[CH2:55][CH2:56][C:57]2[C:65]3[C:60](=[CH:61][CH:62]=[C:63]([CH3:66])[CH:64]=3)[N:59]([CH2:67][CH2:68][CH2:69][C:70]3[CH:71]=[N:72][C:73]([CH3:76])=[CH:74][CH:75]=3)[C:58]=2[CH2:3]1. (7) Given the reactants Cl[C:2]1[N:7]=[CH:6][C:5]([C:8]2[CH:9]=[C:10]3[C:14](=[CH:15][CH:16]=2)[N:13]([S:17]([C:20]2[CH:25]=[CH:24][CH:23]=[CH:22][CH:21]=2)(=[O:19])=[O:18])[C:12]([C:26]2[C:31]([F:32])=[CH:30][CH:29]=[CH:28][C:27]=2[F:33])=[CH:11]3)=[C:4]([CH3:34])[CH:3]=1.[NH2:35][C:36]1[N:41]=[CH:40][C:39](B(O)O)=[CH:38][N:37]=1.C(=O)([O-])[O-].[Cs+].[Cs+].O, predict the reaction product. The product is: [C:20]1([S:17]([N:13]2[C:14]3[C:10](=[CH:9][C:8]([C:5]4[C:4]([CH3:34])=[CH:3][C:2]([C:39]5[CH:38]=[N:37][C:36]([NH2:35])=[N:41][CH:40]=5)=[N:7][CH:6]=4)=[CH:16][CH:15]=3)[CH:11]=[C:12]2[C:26]2[C:27]([F:33])=[CH:28][CH:29]=[CH:30][C:31]=2[F:32])(=[O:19])=[O:18])[CH:25]=[CH:24][CH:23]=[CH:22][CH:21]=1. (8) The product is: [Cl:21][C:15]1[N:14]([CH3:18])[C:13]2[C:8]([N:3]3[C:2]([CH3:1])=[CH:6][CH:5]=[C:4]3[CH3:7])=[CH:9][CH:10]=[CH:11][C:12]=2[N:16]=1. Given the reactants [CH3:1][C:2]1[N:3]([C:8]2[C:13]3[N:14]([CH3:18])[C:15](=O)[NH:16][C:12]=3[CH:11]=[CH:10][CH:9]=2)[C:4]([CH3:7])=[CH:5][CH:6]=1.P(Cl)(Cl)([Cl:21])=O, predict the reaction product.